Dataset: Catalyst prediction with 721,799 reactions and 888 catalyst types from USPTO. Task: Predict which catalyst facilitates the given reaction. (1) Reactant: [CH3:1][C@@:2]12[C:10](=[O:11])[CH2:9][CH2:8][C@H:7]1[C@@H:6]1[CH2:12][CH:13]=[C:14]3[CH2:19][C@@H:18]([OH:20])[CH2:17][CH2:16][C@:15]3([CH3:21])[C@H:5]1[CH2:4][CH2:3]2.[CH3:22][Si:23]([CH3:30])([CH3:29])N[Si:23]([CH3:30])([CH3:29])[CH3:22].S1(C2C(=CC=CC=2)C(=O)N1)(=O)=O. Product: [CH3:22][Si:23]([CH3:30])([CH3:29])[O:20][C@H:18]1[CH2:17][CH2:16][C@@:15]2([CH3:21])[C:14](=[CH:13][CH2:12][C@@H:6]3[C@@H:5]2[CH2:4][CH2:3][C@@:2]2([CH3:1])[C@H:7]3[CH2:8][CH2:9][C:10]2=[O:11])[CH2:19]1. The catalyst class is: 10. (2) Reactant: [CH3:1][N:2]1[CH2:6][CH2:5][CH2:4][C@H:3]1[C:7]1[CH:8]=[C:9]([O:13][CH2:14][CH2:15][NH2:16])[CH:10]=[N:11][CH:12]=1.[C:17]1(=[S:22])[O:21][CH2:20][CH2:19][CH2:18]1.CO. Product: [SH:22][CH2:17][CH2:18][CH2:19][C:20]([NH:16][CH2:15][CH2:14][O:13][C:9]1[CH:10]=[N:11][CH:12]=[C:7]([C@@H:3]2[CH2:4][CH2:5][CH2:6][N:2]2[CH3:1])[CH:8]=1)=[O:21]. The catalyst class is: 6. (3) Reactant: [NH2:1][C:2](=[O:22])[C@H:3]([NH:11]C(=O)OCC1C=CC=CC=1)[CH2:4][C:5]1[CH:10]=[CH:9][CH:8]=[CH:7][CH:6]=1. Product: [NH2:11][C@@H:3]([C:2]([NH2:1])=[O:22])[CH2:4][C:5]1[CH:10]=[CH:9][CH:8]=[CH:7][CH:6]=1. The catalyst class is: 19.